Dataset: Forward reaction prediction with 1.9M reactions from USPTO patents (1976-2016). Task: Predict the product of the given reaction. (1) Given the reactants [N:1]1[C:2]([CH2:10][OH:11])=[CH:3][N:4]2[CH:9]=[CH:8][CH:7]=[CH:6][C:5]=12.O, predict the reaction product. The product is: [N:1]1[C:2]([CH:10]=[O:11])=[CH:3][N:4]2[CH:9]=[CH:8][CH:7]=[CH:6][C:5]=12. (2) Given the reactants C(N(C(C)C)CC)(C)C.[N:10]1[CH:11]=[C:12](/[CH:19]=[CH:20]/[C:21]([OH:23])=O)[N:13]2[CH:18]=[CH:17][CH:16]=[CH:15][C:14]=12.[C:24]([O:28][C:29](=[O:38])[NH:30][C:31]1[CH:36]=[CH:35][CH:34]=[CH:33][C:32]=1[NH2:37])([CH3:27])([CH3:26])[CH3:25].F[P-](F)(F)(F)(F)F.N1(OC(N(C)C)=[N+](C)C)C2N=CC=CC=2N=N1, predict the reaction product. The product is: [N:10]1[CH:11]=[C:12](/[CH:19]=[CH:20]/[C:21]([NH:37][C:32]2[CH:33]=[CH:34][CH:35]=[CH:36][C:31]=2[NH:30][C:29](=[O:38])[O:28][C:24]([CH3:26])([CH3:25])[CH3:27])=[O:23])[N:13]2[CH:18]=[CH:17][CH:16]=[CH:15][C:14]=12. (3) Given the reactants C(N(CC)CC)C.[NH2:8][C@@H:9]1[CH2:15][CH2:14][C@@H:13]([C:16]2[CH:21]=[CH:20][CH:19]=[C:18]([F:22])[C:17]=2[F:23])[CH2:12][N:11]2[C:24]([C:27]([OH:30])([CH3:29])[CH3:28])=[N:25][N:26]=[C:10]12.[C:31]([N:38]1[CH:42]=[CH:41]N=[CH:39]1)(N1C=CN=C1)=[O:32].[C:43]1(=[O:53])[C:47]2(CCNC[CH2:48]2)[CH2:46][CH2:45][NH:44]1, predict the reaction product. The product is: [F:23][C:17]1[C:18]([F:22])=[CH:19][CH:20]=[CH:21][C:16]=1[C@H:13]1[CH2:12][N:11]2[C:24]([C:27]([OH:30])([CH3:28])[CH3:29])=[N:25][N:26]=[C:10]2[C@H:9]([NH:8][C:31]([N:38]2[CH2:39][CH2:48][C:47]3([C:43](=[O:53])[NH:44][CH2:45][CH2:46]3)[CH2:41][CH2:42]2)=[O:32])[CH2:15][CH2:14]1. (4) Given the reactants [Cl:1][C:2]1[N:3]=[N:4][C:5](Cl)=[CH:6][C:7]=1[CH:8]([CH3:10])[CH3:9].[NH2:12][C:13]1[CH:18]=[C:17]([Cl:19])[C:16]([CH2:20][C:21]#[N:22])=[C:15]([Cl:23])[CH:14]=1.CC(C)([O-])C.[K+], predict the reaction product. The product is: [NH2:12][C:13]1[CH:14]=[C:15]([Cl:23])[C:16]([CH:20]([C:5]2[N:4]=[N:3][C:2]([Cl:1])=[C:7]([CH:8]([CH3:10])[CH3:9])[CH:6]=2)[C:21]#[N:22])=[C:17]([Cl:19])[CH:18]=1. (5) Given the reactants Br[CH2:2][CH2:3][CH2:4][CH2:5][O:6][CH2:7][C:8]1[CH:13]=[CH:12][CH:11]=[CH:10][CH:9]=1.[CH3:14][C:15]1[CH:16]=[C:17]([OH:33])[CH:18]=[C:19]([CH3:32])[C:20]=1[N:21]=[N:22][C:23]1[CH:28]=[CH:27][C:26]([N+:29]([O-:31])=[O:30])=[CH:25][CH:24]=1.C([O-])([O-])=O.[K+].[K+].O, predict the reaction product. The product is: [CH2:7]([O:6][CH2:5][CH2:4][CH2:3][CH2:2][O:33][C:17]1[CH:18]=[C:19]([CH3:32])[C:20]([N:21]=[N:22][C:23]2[CH:24]=[CH:25][C:26]([N+:29]([O-:31])=[O:30])=[CH:27][CH:28]=2)=[C:15]([CH3:14])[CH:16]=1)[C:8]1[CH:13]=[CH:12][CH:11]=[CH:10][CH:9]=1. (6) Given the reactants CO[C:3]([C:5]1[CH:14]=[CH:13][C:12]2[C:7](=[CH:8][CH:9]=[C:10]([O:15][CH3:16])[CH:11]=2)[CH:6]=1)=[O:4].[H-].[Na+].[C:19](#[N:21])[CH3:20], predict the reaction product. The product is: [CH3:16][O:15][C:10]1[CH:11]=[C:12]2[C:7](=[CH:8][CH:9]=1)[CH:6]=[C:5]([C:3](=[O:4])[CH2:20][C:19]#[N:21])[CH:14]=[CH:13]2. (7) The product is: [NH2:17][C:18]1[CH:23]=[CH:22][C:21]([S:24][C:25]2[CH:30]=[CH:29][C:28]([C:31]([NH:32][C:33]3[S:37][N:36]=[C:35]([CH3:38])[CH:34]=3)=[O:39])=[CH:27][C:26]=2[NH:40][C:41]2[C:42]3[CH:50]=[CH:49][C:48]([CH:51]([CH3:53])[CH3:52])=[N:47][C:43]=3[N:44]=[CH:45][N:46]=2)=[CH:20][CH:19]=1. Given the reactants C1C2C(COC(=O)[NH:17][C:18]3[CH:23]=[CH:22][C:21]([S:24][C:25]4[CH:30]=[CH:29][C:28]([C:31](=[O:39])[NH:32][C:33]5[S:37][N:36]=[C:35]([CH3:38])[CH:34]=5)=[CH:27][C:26]=4[NH:40][C:41]4[C:42]5[CH:50]=[CH:49][C:48]([CH:51]([CH3:53])[CH3:52])=[N:47][C:43]=5[N:44]=[CH:45][N:46]=4)=[CH:20][CH:19]=3)C3C(=CC=CC=3)C=2C=CC=1.O.[OH-].[Li+].Cl, predict the reaction product. (8) Given the reactants [C:1]([C:3]1[CH:8]=[CH:7][C:6]([C:9]2[CH:14]=[C:13]([C:15]([F:18])([F:17])[F:16])[CH:12]=[C:11]([CH2:19][O:20][CH2:21][C:22]3([C:35]4[CH:40]=[CH:39][N:38]=[CH:37][CH:36]=4)[CH2:27][CH2:26][N:25]([C:28](OC(C)(C)C)=O)[CH2:24][CH2:23]3)[CH:10]=2)=[CH:5][CH:4]=1)#[N:2].FC(F)(F)C(O)=O.C(O[BH-](OC(=O)C)OC(=O)C)(=O)C.[Na+].CO, predict the reaction product. The product is: [CH3:28][N:25]1[CH2:26][CH2:27][C:22]([CH2:21][O:20][CH2:19][C:11]2[CH:10]=[C:9]([C:6]3[CH:7]=[CH:8][C:3]([C:1]#[N:2])=[CH:4][CH:5]=3)[CH:14]=[C:13]([C:15]([F:18])([F:16])[F:17])[CH:12]=2)([C:35]2[CH:36]=[CH:37][N:38]=[CH:39][CH:40]=2)[CH2:23][CH2:24]1.